Dataset: Peptide-MHC class I binding affinity with 185,985 pairs from IEDB/IMGT. Task: Regression. Given a peptide amino acid sequence and an MHC pseudo amino acid sequence, predict their binding affinity value. This is MHC class I binding data. (1) The peptide sequence is EIINNGISY. The binding affinity (normalized) is 0.0847. The MHC is HLA-A02:11 with pseudo-sequence HLA-A02:11. (2) The peptide sequence is WLKHIEKNY. The MHC is HLA-B15:02 with pseudo-sequence HLA-B15:02. The binding affinity (normalized) is 0.637.